From a dataset of Full USPTO retrosynthesis dataset with 1.9M reactions from patents (1976-2016). Predict the reactants needed to synthesize the given product. Given the product [F:1][C:2]1[CH:7]=[CH:6][C:5]([C:8]2[N:34]=[C:25]([CH3:26])[O:36][C:9]=2[C:11]2[CH:16]=[CH:15][N:35]=[CH:13][CH:12]=2)=[CH:4][CH:3]=1, predict the reactants needed to synthesize it. The reactants are: [F:1][C:2]1[CH:7]=[CH:6][C:5]([CH:8](C2C=CN=CC=2)[C:9]([C:11]2[CH:16]=[CH:15]C=[CH:13][CH:12]=2)=O)=[CH:4][CH:3]=1.BrBr.[C:25]([O-])(=O)[CH3:26].[Na+].C([O-])(=O)C.[NH4+:34].[NH4+:35].[OH-:36].